This data is from Full USPTO retrosynthesis dataset with 1.9M reactions from patents (1976-2016). The task is: Predict the reactants needed to synthesize the given product. The reactants are: [Br:1][C:2]1[N:3]=[C:4]([CH:22]2[CH2:24][CH2:23]2)[N:5]([CH2:14][O:15][CH2:16][CH2:17][Si:18]([CH3:21])([CH3:20])[CH3:19])[C:6]=1[C:7]1[CH:12]=[CH:11][N:10]=[C:9](Cl)[N:8]=1.CCN(C(C)C)C(C)C.[NH2:34][CH2:35][CH:36]([CH3:39])[C:37]#[N:38].C([O-])([O-])=O.[Na+].[Na+]. Given the product [Br:1][C:2]1[N:3]=[C:4]([CH:22]2[CH2:24][CH2:23]2)[N:5]([CH2:14][O:15][CH2:16][CH2:17][Si:18]([CH3:21])([CH3:20])[CH3:19])[C:6]=1[C:7]1[CH:12]=[CH:11][N:10]=[C:9]([NH:38][CH2:37][CH:36]([CH3:39])[C:35]#[N:34])[N:8]=1, predict the reactants needed to synthesize it.